This data is from Forward reaction prediction with 1.9M reactions from USPTO patents (1976-2016). The task is: Predict the product of the given reaction. (1) Given the reactants Br[CH2:2][C:3]1[CH:8]=[C:7]([F:9])[C:6]([C:10]2[N:15]=[C:14]([C:16]([O:18][CH3:19])=[O:17])[CH:13]=[CH:12][C:11]=2[F:20])=[C:5]([F:21])[CH:4]=1.[C:22](#[N:24])C, predict the reaction product. The product is: [C:22]([CH2:2][C:3]1[CH:8]=[C:7]([F:9])[C:6]([C:10]2[N:15]=[C:14]([C:16]([O:18][CH3:19])=[O:17])[CH:13]=[CH:12][C:11]=2[F:20])=[C:5]([F:21])[CH:4]=1)#[N:24]. (2) Given the reactants [OH:1][C:2]1[CH:12]=[CH:11][CH:10]=[CH:9][C:3]=1[O:4][CH2:5][C:6]([OH:8])=[O:7].Br[CH2:14][CH2:15][CH2:16][CH3:17].CS(C)=O.Cl, predict the reaction product. The product is: [CH2:14]([O:1][C:2]1[CH:12]=[CH:11][CH:10]=[CH:9][C:3]=1[O:4][CH2:5][C:6]([OH:8])=[O:7])[CH2:15][CH2:16][CH3:17].